This data is from Full USPTO retrosynthesis dataset with 1.9M reactions from patents (1976-2016). The task is: Predict the reactants needed to synthesize the given product. (1) The reactants are: O.[OH-].[Li+].C[O:5][C:6](=[O:34])[CH2:7][CH:8]([N:13]1[C:17]2[CH:18]=[CH:19][CH:20]=[CH:21][C:16]=2[N:15]([CH2:22][C:23]2[C:24]3[C:31]([CH3:32])=[CH:30][CH:29]=[CH:28][C:25]=3[S:26][CH:27]=2)[C:14]1=[O:33])[CH2:9][C:10]([OH:12])=[O:11].Cl. Given the product [CH3:32][C:31]1[C:24]2[C:23]([CH2:22][N:15]3[C:16]4[CH:21]=[CH:20][CH:19]=[CH:18][C:17]=4[N:13]([CH:8]([CH2:9][C:10]([OH:12])=[O:11])[CH2:7][C:6]([OH:34])=[O:5])[C:14]3=[O:33])=[CH:27][S:26][C:25]=2[CH:28]=[CH:29][CH:30]=1, predict the reactants needed to synthesize it. (2) Given the product [C:1]([O:5][C:6]([N:8]1[CH2:13][CH2:12][CH:11]([NH:14][C:15]([C:17]2[NH:18][C:19]3[C:24]([CH:25]=2)=[C:23]([C:32]2[CH:31]=[N:30][C:29]([O:28][CH3:27])=[CH:34][CH:33]=2)[CH:22]=[CH:21][CH:20]=3)=[O:16])[CH2:10][CH2:9]1)=[O:7])([CH3:4])([CH3:3])[CH3:2], predict the reactants needed to synthesize it. The reactants are: [C:1]([O:5][C:6]([N:8]1[CH2:13][CH2:12][CH:11]([NH:14][C:15]([C:17]2[NH:18][C:19]3[C:24]([CH:25]=2)=[C:23](Br)[CH:22]=[CH:21][CH:20]=3)=[O:16])[CH2:10][CH2:9]1)=[O:7])([CH3:4])([CH3:3])[CH3:2].[CH3:27][O:28][C:29]1[CH:34]=[CH:33][C:32](B(O)O)=[CH:31][N:30]=1.C(=O)([O-])[O-].[Na+].[Na+].[OH-].[Na+]. (3) Given the product [Cl:28][C:29]1[CH:35]=[C:34]([O:36][C:37]2[C:38]3[N:45]([CH3:46])[CH:44]=[CH:43][C:39]=3[N:40]=[CH:41][N:42]=2)[CH:33]=[CH:32][C:30]=1[NH:31][C:13]([NH:1][C:2]1[CH:7]=[CH:6][CH:5]=[C:4]([C:8]([F:9])([F:11])[F:10])[N:3]=1)=[O:14], predict the reactants needed to synthesize it. The reactants are: [NH2:1][C:2]1[CH:7]=[CH:6][CH:5]=[C:4]([C:8]([F:11])([F:10])[F:9])[N:3]=1.Cl[C:13](OC1C=CC=CC=1)=[O:14].N1C=CC=CC=1.[Cl:28][C:29]1[CH:35]=[C:34]([O:36][C:37]2[C:38]3[N:45]([CH3:46])[CH:44]=[CH:43][C:39]=3[N:40]=[CH:41][N:42]=2)[CH:33]=[CH:32][C:30]=1[NH2:31]. (4) Given the product [C:1]([C:4]1[C:22](=[O:23])[C@@:8]2([CH3:24])[C:9]3[C:15]([OH:16])=[CH:14][C:13]([O:17][CH3:18])=[C:12]([C:19]([NH:21][CH2:41][C:34]4[C:35]5[C:40](=[CH:39][CH:38]=[CH:37][CH:36]=5)[C:31]([O:30][CH2:29][C:28]5[CH:43]=[CH:44][CH:45]=[CH:46][C:27]=5[Cl:26])=[CH:32][CH:33]=4)=[O:20])[C:10]=3[O:11][C:7]2=[CH:6][C:5]=1[OH:25])(=[O:3])[CH3:2], predict the reactants needed to synthesize it. The reactants are: [C:1]([C:4]1[C:22](=[O:23])[C@@:8]2([CH3:24])[C:9]3[C:15]([OH:16])=[CH:14][C:13]([O:17][CH3:18])=[C:12]([C:19]([NH2:21])=[O:20])[C:10]=3[O:11][C:7]2=[CH:6][C:5]=1[OH:25])(=[O:3])[CH3:2].[Cl:26][C:27]1[CH:46]=[CH:45][CH:44]=[CH:43][C:28]=1[CH2:29][O:30][C:31]1[C:40]2[C:35](=[CH:36][CH:37]=[CH:38][CH:39]=2)[C:34]([CH:41]=O)=[CH:33][CH:32]=1.C([SiH](CC)CC)C.FC(F)(F)C(O)=O.